This data is from Forward reaction prediction with 1.9M reactions from USPTO patents (1976-2016). The task is: Predict the product of the given reaction. (1) Given the reactants [Br:1][C:2]1[CH:10]=[N:9][CH:8]=[CH:7][C:3]=1[C:4]([OH:6])=O.[NH:11]1[CH2:15][CH2:14][CH2:13][CH2:12]1.C(Cl)CCl.C1C=CC2N(O)N=NC=2C=1, predict the reaction product. The product is: [Br:1][C:2]1[CH:10]=[N:9][CH:8]=[CH:7][C:3]=1[C:4]([N:11]1[CH2:15][CH2:14][CH2:13][CH2:12]1)=[O:6]. (2) Given the reactants [OH:1][CH:2]1[CH2:5][N:4]([C:6](=O)[C@:7]([NH:12][C:13](=O)OC(C)(C)C)([CH3:11])[CH:8]([CH3:10])[CH3:9])[CH2:3]1.[H-].[H-].[H-].[H-].[Li+].[Al+3], predict the reaction product. The product is: [CH3:11][C@:7]([NH:12][CH3:13])([CH:8]([CH3:10])[CH3:9])[CH2:6][N:4]1[CH2:3][CH:2]([OH:1])[CH2:5]1. (3) Given the reactants [Cl:1][C:2]1[CH:3]=[C:4]([C:9]2[C:21]([O:22][CH3:23])=[CH:20][C:12]([C:13]([NH:15][S:16]([CH3:19])(=[O:18])=[O:17])=[O:14])=[C:11]([F:24])[CH:10]=2)[CH:5]=[N:6][C:7]=1F.C([O-])([O-])=O.[Cs+].[Cs+].[S:31]1[C:35]2[CH:36]=[CH:37][CH:38]=[CH:39][C:34]=2[N:33]=[C:32]1[CH2:40][OH:41], predict the reaction product. The product is: [S:31]1[C:35]2[CH:36]=[CH:37][CH:38]=[CH:39][C:34]=2[N:33]=[C:32]1[CH2:40][O:41][C:7]1[N:6]=[CH:5][C:4]([C:9]2[C:21]([O:22][CH3:23])=[CH:20][C:12]([C:13]([NH:15][S:16]([CH3:19])(=[O:18])=[O:17])=[O:14])=[C:11]([F:24])[CH:10]=2)=[CH:3][C:2]=1[Cl:1].